Dataset: Cav3 T-type calcium channel HTS with 100,875 compounds. Task: Binary Classification. Given a drug SMILES string, predict its activity (active/inactive) in a high-throughput screening assay against a specified biological target. (1) The drug is O(C(C(=O)NC1CCCC1)c1cccnc1)C(=O)C=1COc2c(C1)cccc2. The result is 0 (inactive). (2) The compound is s1c2c(n(c(c2)C(=O)Nc2c(CC)cccc2)C)cc1. The result is 1 (active). (3) The molecule is O=C1N(C(=O)CC1N1CCN(CC1)c1ncccc1)C. The result is 0 (inactive). (4) The molecule is Fc1ccc(C2N(C3CCCCC3)C(=O)CN(C3CCCC3)C2=O)cc1. The result is 0 (inactive). (5) The drug is O=C1N(C(=O)N(C(=O)/C1=C(\NC(c1ccccc1)C)CC)C)C. The result is 0 (inactive).